Dataset: Forward reaction prediction with 1.9M reactions from USPTO patents (1976-2016). Task: Predict the product of the given reaction. Given the reactants Br[CH2:2][C:3]1[CH:4]=[C:5]([CH:8]=[C:9]([CH3:12])[C:10]=1[Cl:11])[C:6]#[N:7].[C-:13]#[N:14].[K+], predict the reaction product. The product is: [Cl:11][C:10]1[C:9]([CH3:12])=[CH:8][C:5]([C:6]#[N:7])=[CH:4][C:3]=1[CH2:2][C:13]#[N:14].